Dataset: Full USPTO retrosynthesis dataset with 1.9M reactions from patents (1976-2016). Task: Predict the reactants needed to synthesize the given product. (1) Given the product [CH:1]([C:4]1[N:8]2[N:9]=[C:10]([CH:13]=[N:16][CH3:15])[CH:11]=[CH:12][C:7]2=[N:6][N:5]=1)([CH3:3])[CH3:2], predict the reactants needed to synthesize it. The reactants are: [CH:1]([C:4]1[N:8]2[N:9]=[C:10]([CH:13]=O)[CH:11]=[CH:12][C:7]2=[N:6][N:5]=1)([CH3:3])[CH3:2].[CH3:15][NH2:16].[O-]S([O-])(=O)=O.[Mg+2]. (2) Given the product [OH:38][C:31]1[CH:32]=[C:33]([C@@H:34]([OH:37])[CH2:35][NH:36][CH:2]2[CH2:3][CH2:4][N:5]([C:8]3[CH:9]=[CH:10][C:11]([NH:14][S:15]([C:18]4[CH:19]=[CH:20][C:21]([NH:24][C:25](=[O:27])[CH3:26])=[CH:22][CH:23]=4)(=[O:16])=[O:17])=[CH:12][CH:13]=3)[CH2:6][CH2:7]2)[CH:28]=[CH:29][C:30]=1[OH:39], predict the reactants needed to synthesize it. The reactants are: O=[C:2]1[CH2:7][CH2:6][N:5]([C:8]2[CH:13]=[CH:12][C:11]([NH:14][S:15]([C:18]3[CH:23]=[CH:22][C:21]([NH:24][C:25](=[O:27])[CH3:26])=[CH:20][CH:19]=3)(=[O:17])=[O:16])=[CH:10][CH:9]=2)[CH2:4][CH2:3]1.[CH:28]1[C:33]([C@H:34]([OH:37])[CH2:35][NH2:36])=[CH:32][C:31]([OH:38])=[C:30]([OH:39])[CH:29]=1. (3) Given the product [CH2:1]([N:8]1[CH2:13][CH2:12][CH:11]([C:14]([NH:16][C:17]2[CH:22]=[CH:21][C:20]([CH2:23][NH:24][C:25]3[C:34]4[C:29](=[CH:30][CH:31]=[C:32]([CH3:35])[CH:33]=4)[N:28]=[C:27]([NH:38][CH3:37])[N:26]=3)=[CH:19][CH:18]=2)=[O:15])[CH2:10][CH2:9]1)[C:2]1[CH:7]=[CH:6][CH:5]=[CH:4][CH:3]=1, predict the reactants needed to synthesize it. The reactants are: [CH2:1]([N:8]1[CH2:13][CH2:12][CH:11]([C:14]([NH:16][C:17]2[CH:22]=[CH:21][C:20]([CH2:23][NH:24][C:25]3[C:34]4[C:29](=[CH:30][CH:31]=[C:32]([CH3:35])[CH:33]=4)[N:28]=[C:27](Cl)[N:26]=3)=[CH:19][CH:18]=2)=[O:15])[CH2:10][CH2:9]1)[C:2]1[CH:7]=[CH:6][CH:5]=[CH:4][CH:3]=1.[CH3:37][NH2:38]. (4) The reactants are: [CH2:1]([O:3][C:4]1[N:5]([C:14]2[CH:19]=[CH:18][C:17]([O:20][CH2:21][C:22]([F:25])([F:24])[F:23])=[CH:16][CH:15]=2)[C:6](=[O:13])[C:7]2[CH:12]=[CH:11][NH:10][C:8]=2[N:9]=1)[CH3:2].[C:26]([OH:29])(=[O:28])[CH3:27].[C:26]([OH:29])(=[O:28])[CH3:27].I(C1C=CC=CC=1)=O. Given the product [C:26]([O:29][C:11]1[NH:10][C:8]2[N:9]=[C:4]([O:3][CH2:1][CH3:2])[N:5]([C:14]3[CH:15]=[CH:16][C:17]([O:20][CH2:21][C:22]([F:24])([F:25])[F:23])=[CH:18][CH:19]=3)[C:6](=[O:13])[C:7]=2[CH:12]=1)(=[O:28])[CH3:27], predict the reactants needed to synthesize it. (5) Given the product [CH3:20][O:21][CH2:18][CH2:16][N:7]1[C:6]2[CH:19]=[C:2]([O:40][CH2:39][C@@H:34]([NH:33][C:26](=[O:27])[O:28][C:29]([CH3:31])([CH3:30])[CH3:32])[CH2:35][CH:36]([CH3:37])[CH3:38])[CH:3]=[CH:4][C:5]=2[C:14]2[C:9](=[CH:10][N:11]=[CH:12][CH:13]=2)[C:8]1=[O:15], predict the reactants needed to synthesize it. The reactants are: Cl[C:2]1[CH:3]=[CH:4][C:5]2[C:14]3[C:9](=[CH:10][N:11]=[CH:12][CH:13]=3)[C:8](=[O:15])[N:7]([CH:16]3[CH2:18]C3)[C:6]=2[CH:19]=1.[C:20](=O)([O-])[O-:21].[Cs+].[Cs+].[C:26]([NH:33][C@H:34]([CH2:39][OH:40])[CH2:35][CH:36]([CH3:38])[CH3:37])([O:28][C:29]([CH3:32])([CH3:31])[CH3:30])=[O:27].C(P(C(C)(C)C)C1C=CC=CC=1C1C(C(C)C)=CC(C(C)C)=CC=1C(C)C)(C)(C)C. (6) Given the product [F:1][C:2]1[CH:3]=[C:4]2[C:5]([C:2]3[CH2:3][CH2:4][NH:10][C:19](=[O:21])[C:7]=3[NH:10]2)=[CH:6][C:7]=1[O:8][CH3:9], predict the reactants needed to synthesize it. The reactants are: [F:1][C:2]1[CH:3]=[C:4]([NH:10]N=C2CCCNC2=O)[CH:5]=[CH:6][C:7]=1[O:8][CH3:9].[CH:19]([OH:21])=O. (7) The reactants are: [Br:1][C:2]1[CH:3]=[N:4][C:5]2[N:6]([N:8]=[C:9]([C:11]([OH:13])=O)[CH:10]=2)[CH:7]=1.[CH3:14][C:15]1[C:19]([C:20]2[CH:29]=[C:28]3[C:23]([CH2:24][CH2:25][NH:26][CH:27]3[CH3:30])=[CH:22][CH:21]=2)=[C:18]([CH3:31])[O:17][N:16]=1. Given the product [Br:1][C:2]1[CH:3]=[N:4][C:5]2[N:6]([N:8]=[C:9]([C:11]([N:26]3[CH2:25][CH2:24][C:23]4[C:28](=[CH:29][C:20]([C:19]5[C:15]([CH3:14])=[N:16][O:17][C:18]=5[CH3:31])=[CH:21][CH:22]=4)[CH:27]3[CH3:30])=[O:13])[CH:10]=2)[CH:7]=1, predict the reactants needed to synthesize it. (8) Given the product [C:1]([O:5][C:6]([N:8]1[CH2:9][CH2:10][N:11]([C:14]2[CH:19]=[CH:18][C:17]([NH2:20])=[C:16]([O:23][CH3:24])[N:15]=2)[CH2:12][CH2:13]1)=[O:7])([CH3:4])([CH3:3])[CH3:2], predict the reactants needed to synthesize it. The reactants are: [C:1]([O:5][C:6]([N:8]1[CH2:13][CH2:12][N:11]([C:14]2[CH:19]=[CH:18][C:17]([N+:20]([O-])=O)=[C:16]([O:23][CH3:24])[N:15]=2)[CH2:10][CH2:9]1)=[O:7])([CH3:4])([CH3:3])[CH3:2]. (9) Given the product [Cl:2][C:3]1[C:4]([NH:21][C@@H:22]([C:24]([NH:26][CH2:27][CH:28]2[CH2:29][CH2:30][CH2:31][CH2:32][CH2:33]2)=[O:25])[CH3:23])=[N:5][CH:6]=[C:7](/[CH:9]=[CH:10]/[C:11]([NH:12][OH:13])=[O:20])[CH:8]=1, predict the reactants needed to synthesize it. The reactants are: Cl.[Cl:2][C:3]1[C:4]([NH:21][C@@H:22]([C:24]([NH:26][CH2:27][CH:28]2[CH2:33][CH2:32][CH2:31][CH2:30][CH2:29]2)=[O:25])[CH3:23])=[N:5][CH:6]=[C:7](/[CH:9]=[CH:10]/[C:11](=[O:20])[NH:12][O:13]C2CCCCO2)[CH:8]=1. (10) Given the product [Br:1][C:2]1[CH:3]=[C:4]([C:10]2[CH2:14][C:13]([C:19]3[CH:20]=[C:21]([Cl:26])[CH:22]=[C:23]([Cl:25])[CH:24]=3)([C:15]([F:17])([F:18])[F:16])[O:12][N:11]=2)[CH:5]=[CH:6][C:7]=1[CH2:8][NH:27][CH2:28][C:29]1[CH:34]=[CH:33][CH:32]=[CH:31][N:30]=1, predict the reactants needed to synthesize it. The reactants are: [Br:1][C:2]1[CH:3]=[C:4]([C:10]2[CH2:14][C:13]([C:19]3[CH:24]=[C:23]([Cl:25])[CH:22]=[C:21]([Cl:26])[CH:20]=3)([C:15]([F:18])([F:17])[F:16])[O:12][N:11]=2)[CH:5]=[CH:6][C:7]=1[CH2:8]Br.[NH2:27][CH2:28][C:29]1[CH:34]=[CH:33][CH:32]=[CH:31][N:30]=1.C(=O)([O-])[O-].[K+].[K+].